From a dataset of Catalyst prediction with 721,799 reactions and 888 catalyst types from USPTO. Predict which catalyst facilitates the given reaction. (1) The catalyst class is: 4. Reactant: COC1C=C(OC)C=CC=1C[N:6]([C:31]1[CH:36]=[CH:35][N:34]=[CH:33][N:32]=1)[S:7]([C:10]1[CH:15]=[C:14]([F:16])[C:13]([O:17][C@H:18]2[CH2:23][CH2:22][CH2:21][CH2:20][C@@H:19]2[C:24]2[CH:29]=[CH:28][N:27]=[N:26][CH:25]=2)=[CH:12][C:11]=1[F:30])(=[O:9])=[O:8].C([SiH](CC)CC)C.FC(F)(F)C(O)=O. Product: [F:30][C:11]1[CH:12]=[C:13]([O:17][C@H:18]2[CH2:23][CH2:22][CH2:21][CH2:20][C@@H:19]2[C:24]2[CH:29]=[CH:28][N:27]=[N:26][CH:25]=2)[C:14]([F:16])=[CH:15][C:10]=1[S:7]([NH:6][C:31]1[CH:36]=[CH:35][N:34]=[CH:33][N:32]=1)(=[O:8])=[O:9]. (2) Reactant: [C:1]([C:5]1[C:6](=[O:15])[O:7][C:8]2[C:9]=1[CH:10]=[CH:11][CH:12]=[CH:13][CH:14]=2)(=O)[CH2:2][CH3:3].C(CC(OCC)=O)#[N:17].[O-][CH2:25][CH3:26].[Na+].[Na]. Product: [C:3]([C:2]1[C:10]2[C:9]([CH:8]=[CH:14][CH:13]=[CH:12][CH:11]=2)=[C:5]([C:6]([OH:7])=[O:15])[C:1]=1[CH2:25][CH3:26])#[N:17]. The catalyst class is: 8.